Dataset: Reaction yield outcomes from USPTO patents with 853,638 reactions. Task: Predict the reaction yield, written as a fraction of the theoretical maximum amount of product (1.0 means a 100% yield; for example, 0.34 means a 34% yield). (1) The reactants are [CH3:1][NH:2][N:3]=[CH:4][C:5](=[O:7])[CH3:6].[F:8][C:9]([F:21])([F:20])[C:10]1[CH:15]=[CH:14][C:13]([C:16](=O)[CH:17]=[O:18])=[CH:12][CH:11]=1. The catalyst is C(O)(=O)C. The product is [F:8][C:9]([F:21])([F:20])[C:10]1[CH:15]=[CH:14][C:13]([C:16]2[N:2]([CH3:1])[N:3]=[C:4]([C:5](=[O:7])[CH3:6])[C:17]=2[OH:18])=[CH:12][CH:11]=1. The yield is 0.0860. (2) The reactants are [CH3:1][O:2][C:3]1[C:4]2[C:12]([CH:13]=[C:14]3[CH:18]=[CH:17][S:16][C:15]=13)=[C:11]([O:19][CH3:20])[C:7]1[S:8][CH:9]=[CH:10][C:6]=1[CH:5]=2.[C:21]1([CH3:27])[CH:26]=[CH:25][CH:24]=[CH:23][CH:22]=1.C(O)[CH2:29][CH2:30][CH2:31][CH2:32][CH2:33][CH2:34][CH2:35][CH2:36][CH2:37][CH2:38][CH2:39][CH2:40][CH3:41].[C:43]1(C)[CH:48]=[CH:47][C:46](S(O)(=O)=O)=[CH:45][CH:44]=1. The catalyst is O. The product is [CH2:20]([O:19][C:11]1[C:12]2[C:4]([CH:5]=[C:6]3[CH:10]=[CH:9][S:8][C:7]=13)=[C:3]([O:2][CH2:1][CH2:47][CH2:48][CH2:43][CH2:44][CH2:45][CH2:46][CH2:22][CH2:23][CH2:24][CH2:25][CH2:26][CH2:21][CH3:27])[C:15]1[S:16][CH:17]=[CH:18][C:14]=1[CH:13]=2)[CH2:41][CH2:40][CH2:39][CH2:38][CH2:37][CH2:36][CH2:35][CH2:34][CH2:33][CH2:32][CH2:31][CH2:30][CH3:29]. The yield is 0.490.